From a dataset of Forward reaction prediction with 1.9M reactions from USPTO patents (1976-2016). Predict the product of the given reaction. (1) Given the reactants [NH2:1][C:2]1[CH:11]=[C:10]2[C:5]([CH:6]=[CH:7][CH:8]=[N:9]2)=[CH:4][CH:3]=1.[C:12]([C:16]1[CH:24]=[CH:23][C:19]([C:20](O)=[O:21])=[CH:18][CH:17]=1)([CH3:15])([CH3:14])[CH3:13], predict the reaction product. The product is: [C:12]([C:16]1[CH:17]=[CH:18][C:19]([C:20]([NH:1][C:2]2[CH:11]=[C:10]3[C:5]([CH:6]=[CH:7][CH:8]=[N:9]3)=[CH:4][CH:3]=2)=[O:21])=[CH:23][CH:24]=1)([CH3:15])([CH3:13])[CH3:14]. (2) The product is: [F:26][C:27]1[CH:28]=[CH:29][C:30]([C:33]([C:36]2[C:37]([CH2:42][N:15]([CH2:14][C:13]3[CH:12]=[CH:11][C:5]([CH2:6][NH:7][C:8](=[O:10])[CH3:9])=[CH:4][C:3]=3[CH2:2][OH:1])[CH:16]3[C:25]4[N:24]=[CH:23][CH:22]=[CH:21][C:20]=4[CH2:19][CH2:18][CH2:17]3)=[N:38][CH:39]=[CH:40][CH:41]=2)([CH3:35])[CH3:34])=[CH:31][CH:32]=1. Given the reactants [OH:1][CH2:2][C:3]1[CH:4]=[C:5]([CH:11]=[CH:12][C:13]=1[CH2:14][NH:15][CH:16]1[C:25]2[N:24]=[CH:23][CH:22]=[CH:21][C:20]=2[CH2:19][CH2:18][CH2:17]1)[CH2:6][NH:7][C:8](=[O:10])[CH3:9].[F:26][C:27]1[CH:32]=[CH:31][C:30]([C:33]([C:36]2[C:37]([CH:42]=O)=[N:38][CH:39]=[CH:40][CH:41]=2)([CH3:35])[CH3:34])=[CH:29][CH:28]=1.[BH-](OC(C)=O)(OC(C)=O)OC(C)=O.[Na+], predict the reaction product. (3) Given the reactants Cl.[C:2]([CH:4]([C@H:15]1[CH2:20][CH2:19][C@H:18]([O:21][CH3:22])[CH2:17][CH2:16]1)[CH2:5][CH2:6][CH:7]([OH:14])[CH2:8][CH2:9][CH2:10][CH2:11][CH2:12][CH3:13])#N.[O:23]1CCCOC1, predict the reaction product. The product is: [CH3:22][O:21][C@H:18]1[CH2:19][CH2:20][C@H:15]([CH:4]2[CH2:5][CH2:6][CH:7]([CH2:8][CH2:9][CH2:10][CH2:11][CH2:12][CH3:13])[O:14][C:2]2=[O:23])[CH2:16][CH2:17]1.